Dataset: CYP2C19 inhibition data for predicting drug metabolism from PubChem BioAssay. Task: Regression/Classification. Given a drug SMILES string, predict its absorption, distribution, metabolism, or excretion properties. Task type varies by dataset: regression for continuous measurements (e.g., permeability, clearance, half-life) or binary classification for categorical outcomes (e.g., BBB penetration, CYP inhibition). Dataset: cyp2c19_veith. (1) The molecule is CC1(C)CC(=O)C(C(C#Cc2ccccc2)C2=C(O)CC(C)(C)CC2=O)=C(O)C1. The result is 1 (inhibitor). (2) The compound is CN(C)Cc1ccccc1-c1cc(N(C)C)ncn1. The result is 0 (non-inhibitor). (3) The molecule is CC(=O)OC[C@@H]1O[C@H](C/C=N\O[C@@H]2O[C@H](COC(C)=O)[C@@H](OC(C)=O)[C@H](OC(C)=O)[C@H]2OC(C)=O)C=C[C@@H]1OC(C)=O. The result is 0 (non-inhibitor). (4) The molecule is CCSc1nc2c(c(=O)[nH]1)C(c1ccncc1)C(C(=O)OC(C)C)=C(C)N2. The result is 1 (inhibitor). (5) The compound is Cl.c1ccc(CSc2nnc([C@@H]3CCCN3)o2)cc1. The result is 1 (inhibitor). (6) The drug is COc1cccc2c1C(=O)c1c(O)c3c(c(O)c1C2=O)C[C@](O)(C(C)=O)C[C@H]3O[C@@H]1C[C@H](N)[C@H](O)[C@H](C)O1. The result is 0 (non-inhibitor).